Dataset: Full USPTO retrosynthesis dataset with 1.9M reactions from patents (1976-2016). Task: Predict the reactants needed to synthesize the given product. (1) Given the product [F:32][C:26]1[CH:27]=[CH:28][CH:29]=[C:30]([F:31])[C:25]=1[NH:24][C:22](=[O:23])[C:21]1[CH:33]=[C:17]([C:9]2[N:10]=[C:11]3[CH:16]=[CH:15][CH:14]=[CH:13][N:12]3[C:8]=2[C:6]2[CH:5]=[CH:4][N:3]=[C:2]([NH:41][C:40]3[CH:42]=[CH:43][C:44]([CH2:46][CH2:47][N:48]4[CH2:49][CH2:50][N:51]([CH3:54])[CH2:52][CH2:53]4)=[CH:45][C:39]=3[O:38][CH3:37])[N:7]=2)[CH:18]=[CH:19][C:20]=1[O:34][CH2:35][CH3:36], predict the reactants needed to synthesize it. The reactants are: Cl[C:2]1[N:7]=[C:6]([C:8]2[N:12]3[CH:13]=[CH:14][CH:15]=[CH:16][C:11]3=[N:10][C:9]=2[C:17]2[CH:18]=[CH:19][C:20]([O:34][CH2:35][CH3:36])=[C:21]([CH:33]=2)[C:22]([NH:24][C:25]2[C:30]([F:31])=[CH:29][CH:28]=[CH:27][C:26]=2[F:32])=[O:23])[CH:5]=[CH:4][N:3]=1.[CH3:37][O:38][C:39]1[CH:45]=[C:44]([CH2:46][CH2:47][N:48]2[CH2:53][CH2:52][N:51]([CH3:54])[CH2:50][CH2:49]2)[CH:43]=[CH:42][C:40]=1[NH2:41]. (2) Given the product [F:16][C:17]1[CH:18]=[C:19]2[C:24](=[CH:25][CH:26]=1)[N:23]=[CH:22][CH:21]=[C:20]2[CH2:27][N:2]1[C:35]([C:31]2[N:30]([CH3:29])[CH:34]=[CH:33][N:32]=2)=[C:4]2[C:3]([N:8]([CH2:9][CH:10]([CH3:11])[CH3:12])[C:7](=[O:13])[N:6]([CH3:14])[C:5]2=[O:15])=[N:1]1, predict the reactants needed to synthesize it. The reactants are: [NH:1]([C:3]1[N:8]([CH2:9][CH:10]([CH3:12])[CH3:11])[C:7](=[O:13])[N:6]([CH3:14])[C:5](=[O:15])[CH:4]=1)[NH2:2].[F:16][C:17]1[CH:18]=[C:19]2[C:24](=[CH:25][CH:26]=1)[N:23]=[CH:22][CH:21]=[C:20]2[CH:27]=O.[CH3:29][N:30]1[CH:34]=[CH:33][N:32]=[C:31]1[CH:35]=O. (3) Given the product [Cl:51][C:48]1[S:47][C:46]([S:43]([NH:42][C:41]([NH:15][CH:16]2[CH2:17][N:18]([C:20]3[C:33]([C:34]#[N:35])=[CH:32][C:23]([C:24]([O:26][CH2:27][C:28]([CH3:29])([CH3:30])[CH3:31])=[O:25])=[C:22]([CH3:36])[N:21]=3)[CH2:19]2)=[O:40])(=[O:45])=[O:44])=[CH:50][CH:49]=1, predict the reactants needed to synthesize it. The reactants are: FC(F)(F)C(O)=O.FC(F)(F)C(O)=O.[NH2:15][CH:16]1[CH2:19][N:18]([C:20]2[C:33]([C:34]#[N:35])=[CH:32][C:23]([C:24]([O:26][CH2:27][C:28]([CH3:31])([CH3:30])[CH3:29])=[O:25])=[C:22]([CH3:36])[N:21]=2)[CH2:17]1.ClC(Cl)(Cl)C[O:40][C:41](=O)[NH:42][S:43]([C:46]1[S:47][C:48]([Cl:51])=[CH:49][CH:50]=1)(=[O:45])=[O:44].CCN(C(C)C)C(C)C.CCOC(C)=O. (4) Given the product [CH2:30]([N:3]([CH2:1][CH3:2])[CH:4]1[CH2:8][CH2:7][N:6]([C:9]([C:11]2[N:12]([CH3:29])[C:13]([C:17]3[CH:22]=[CH:21][CH:20]=[C:19]([CH2:23][CH2:24][CH2:25][CH2:26][CH2:27][CH3:28])[CH:18]=3)=[N:14][CH:15]=2)=[O:10])[CH2:5]1)[CH3:31], predict the reactants needed to synthesize it. The reactants are: [CH2:1]([N:3]([CH2:30][CH3:31])[CH:4]1[CH2:8][CH2:7][N:6]([C:9]([C:11]2[N:12]([CH3:29])[C:13]([C:17]3[CH:22]=[CH:21][CH:20]=[C:19]([CH2:23][CH2:24][CH2:25][CH2:26][CH2:27][CH3:28])[CH:18]=3)=[N:14][C:15]=2I)=[O:10])[CH2:5]1)[CH3:2]. (5) Given the product [CH:23]1([N:16]([CH:17]2[CH2:22][CH2:21][CH2:20][CH2:19][CH2:18]2)[C:14](=[O:15])[NH:13][C:11]2[S:12][C:8]([S:7][CH2:5][CH2:55][C:54]([OH:53])=[O:57])=[CH:9][N:10]=2)[CH2:24][CH2:25][CH2:26][CH2:27][CH2:28][CH2:29]1, predict the reactants needed to synthesize it. The reactants are: C(OC(=O)[CH:5]([S:7][C:8]1[S:12][C:11]([NH:13][C:14]([N:16]([CH:23]2[CH2:29][CH2:28][CH2:27][CH2:26][CH2:25][CH2:24]2)[CH:17]2[CH2:22][CH2:21][CH2:20][CH2:19][CH2:18]2)=[O:15])=[N:10][CH:9]=1)C)C.C1(NC2CCCCC2)CCCCCC1.NC1SC=NC=1.C([O:53][C:54](=[O:57])[CH2:55]S)C.